Predict the reactants needed to synthesize the given product. From a dataset of Full USPTO retrosynthesis dataset with 1.9M reactions from patents (1976-2016). (1) The reactants are: Cl.[CH:2]1[C:12]2[CH:11]=[CH:10][C:9]3[CH:13]=[CH:14][CH:15]=[CH:16][C:8]=3[C:7](=[C:17]3[CH2:22][CH2:21][N:20]([C:23](=[O:26])[CH2:24][NH2:25])[CH2:19][CH2:18]3)[C:6]=2[CH:5]=[CH:4][CH:3]=1.[C:27]([O:31][C:32]([N:34]1[CH2:38][CH2:37][CH2:36][C@@H:35]1[C:39](O)=[O:40])=[O:33])([CH3:30])([CH3:29])[CH3:28].Cl.C(N=C=NCCCN(C)C)C.C(N(CC)CC)C.CN(C1C=CC=CN=1)C. Given the product [CH:13]1[C:9]2[CH:10]=[CH:11][C:12]3[CH:2]=[CH:3][CH:4]=[CH:5][C:6]=3[C:7](=[C:17]3[CH2:18][CH2:19][N:20]([C:23](=[O:26])[CH2:24][NH:25][C:39]([CH:35]4[CH2:36][CH2:37][CH2:38][N:34]4[C:32]([O:31][C:27]([CH3:30])([CH3:29])[CH3:28])=[O:33])=[O:40])[CH2:21][CH2:22]3)[C:8]=2[CH:16]=[CH:15][CH:14]=1, predict the reactants needed to synthesize it. (2) Given the product [ClH:35].[NH:20]1[CH2:21][CH:18]([N:14]2[CH2:15][CH2:16][CH2:17][CH:12]([C:7]3[NH:8][C:9](=[O:11])[C:10]4[C:2]([CH3:1])=[N:3][N:4]([C:29]5[CH:34]=[CH:33][CH:32]=[CH:31][CH:30]=5)[C:5]=4[N:6]=3)[CH2:13]2)[CH2:19]1, predict the reactants needed to synthesize it. The reactants are: [CH3:1][C:2]1[C:10]2[C:9](=[O:11])[NH:8][C:7]([CH:12]3[CH2:17][CH2:16][CH2:15][N:14]([CH:18]4[CH2:21][N:20](C(OC(C)(C)C)=O)[CH2:19]4)[CH2:13]3)=[N:6][C:5]=2[N:4]([C:29]2[CH:34]=[CH:33][CH:32]=[CH:31][CH:30]=2)[N:3]=1.[ClH:35]. (3) The reactants are: [OH:1][NH:2][C:3]([C:5]1[CH:15]=[CH:14][C:8]([C:9]([N:11]([CH3:13])[CH3:12])=[O:10])=[CH:7][CH:6]=1)=[NH:4].[C:16](O[C:16]([C:18]([F:21])([F:20])[F:19])=O)([C:18]([F:21])([F:20])[F:19])=O. Given the product [CH3:12][N:11]([CH3:13])[C:9](=[O:10])[C:8]1[CH:14]=[CH:15][C:5]([C:3]2[N:4]=[C:16]([C:18]([F:21])([F:20])[F:19])[O:1][N:2]=2)=[CH:6][CH:7]=1, predict the reactants needed to synthesize it. (4) Given the product [CH:16]([O-:18])=[O:17].[NH:9]1[CH2:13][CH2:12][C@@H:11]([CH2:14][OH:15])[CH2:10]1, predict the reactants needed to synthesize it. The reactants are: C1([C@H]([N:9]2[CH2:13][CH2:12][C@@H:11]([CH2:14][OH:15])[CH2:10]2)C)C=CC=CC=1.[CH:16]([O-:18])=[O:17].[NH4+].